The task is: Predict which catalyst facilitates the given reaction.. This data is from Catalyst prediction with 721,799 reactions and 888 catalyst types from USPTO. Reactant: [CH2:1]([O:8][C:9]1[CH:14]=[CH:13][C:12]([CH2:15][CH:16]([N:24]2[C:32](=[O:33])[C:31]3[C:26](=[CH:27][CH:28]=[CH:29][CH:30]=3)[C:25]2=[O:34])[C:17]([NH:19][CH2:20][C:21](=O)[CH3:22])=[O:18])=[CH:11][CH:10]=1)[C:2]1C=CC=CC=1.S(=O)(=O)(O)[OH:36].C([O-])(=O)C.[Na+]. Product: [O:34]=[C:25]1[C:26]2[C:31](=[CH:30][CH:29]=[CH:28][CH:27]=2)[C:32](=[O:33])[N:24]1[CH:16]([C:17]1[O:18][C:21]([CH3:22])=[CH:20][N:19]=1)[CH2:15][C:12]1[CH:13]=[CH:14][C:9]([O:8][C:1](=[O:36])[CH3:2])=[CH:10][CH:11]=1. The catalyst class is: 152.